From a dataset of Forward reaction prediction with 1.9M reactions from USPTO patents (1976-2016). Predict the product of the given reaction. The product is: [CH3:20][C:18]1[NH:11][C:8]2[C:9]([C:17]=1[CH2:16][C:15]([OH:22])=[O:21])=[CH:10][C:5]([O:4][C:3]([F:14])([F:13])[F:2])=[CH:6][CH:7]=2. Given the reactants Cl.[F:2][C:3]([F:14])([F:13])[O:4][C:5]1[CH:10]=[CH:9][C:8]([NH:11]N)=[CH:7][CH:6]=1.[C:15]([OH:22])(=[O:21])[CH2:16][CH2:17][C:18]([CH3:20])=O.S(=O)(=O)(O)O, predict the reaction product.